From a dataset of Catalyst prediction with 721,799 reactions and 888 catalyst types from USPTO. Predict which catalyst facilitates the given reaction. (1) Reactant: C[O:2][C:3](=[O:37])[C:4]1[CH:9]=[C:8]([O:10][CH3:11])[CH:7]=[CH:6][C:5]=1[NH:12][C:13]1[N:17]([C:18]2[CH:23]=[CH:22][CH:21]=[CH:20][C:19]=2[O:24][CH3:25])[N:16]=[C:15]([CH3:26])[C:14]=1[C:27]1[CH:28]=[C:29]2[C:34](=[CH:35][CH:36]=1)[N:33]=[CH:32][CH:31]=[N:30]2.[OH-].[Na+].Cl. Product: [N:33]1[C:34]2[C:29](=[CH:28][C:27]([C:14]3[C:15]([CH3:26])=[N:16][N:17]([C:18]4[CH:23]=[CH:22][CH:21]=[CH:20][C:19]=4[O:24][CH3:25])[C:13]=3[NH:12][C:5]3[CH:6]=[CH:7][C:8]([O:10][CH3:11])=[CH:9][C:4]=3[C:3]([OH:37])=[O:2])=[CH:36][CH:35]=2)[N:30]=[CH:31][CH:32]=1. The catalyst class is: 38. (2) Reactant: [C:1]([CH2:3][C:4]1[CH:5]=[C:6]([CH:11]=[CH:12][CH:13]=1)[C:7]([O:9][CH3:10])=[O:8])#[N:2].[H-].[Na+].Br[CH2:17][CH2:18]Br. Product: [C:1]([C:3]1([C:4]2[CH:5]=[C:6]([CH:11]=[CH:12][CH:13]=2)[C:7]([O:9][CH3:10])=[O:8])[CH2:18][CH2:17]1)#[N:2]. The catalyst class is: 58. (3) Reactant: [CH:1]([O:6][CH3:7])([O:4][CH3:5])OC.[C:8]1(C)C=CC(S(O)(=O)=O)=CC=1.[NH2:19][C:20]1[CH:21]=[C:22](C(=O)C)[CH:23]=[C:24]([C:28]([CH3:31])([CH3:30])[CH3:29])[C:25]=1[O:26][CH3:27]. Product: [C:28]([C:24]1[C:25]([O:26][CH3:27])=[C:20]([CH:21]=[C:22]([C:1]([O:4][CH3:5])([O:6][CH3:7])[CH3:8])[CH:23]=1)[NH2:19])([CH3:30])([CH3:29])[CH3:31]. The catalyst class is: 5. (4) Reactant: [F:1][C:2]1[CH:8]=[CH:7][C:5]([NH2:6])=[CH:4][CH:3]=1.[CH3:9][O:10][CH:11]([O:14][CH3:15])[CH:12]=O.C(O[BH-](OC(=O)C)OC(=O)C)(=O)C.[Na+]. Product: [CH3:9][O:10][CH:11]([O:14][CH3:15])[CH2:12][NH:6][C:5]1[CH:7]=[CH:8][C:2]([F:1])=[CH:3][CH:4]=1. The catalyst class is: 334. (5) Reactant: [CH3:1][O:2][C:3]1[CH:4]=[C:5]2[C:10](=[CH:11][C:12]=1[O:13][CH3:14])[N:9]=[CH:8][CH:7]=[C:6]2[O:15][C:16]1[C:22]([CH3:23])=[CH:21][C:19]([NH2:20])=[C:18]([CH3:24])[CH:17]=1.Cl[C:26](Cl)([O:28][C:29](=[O:35])OC(Cl)(Cl)Cl)Cl.[CH:37]1(O)[CH2:41]C[CH2:39][CH2:38]1.C(=O)(O)[O-].[Na+]. Product: [CH3:1][O:2][C:3]1[CH:4]=[C:5]2[C:10](=[CH:11][C:12]=1[O:13][CH3:14])[N:9]=[CH:8][CH:7]=[C:6]2[O:15][C:16]1[C:22]([CH3:23])=[CH:21][C:19]([NH:20][C:29](=[O:35])[O:28][CH:26]2[CH2:39][CH2:38][CH2:37][CH2:41]2)=[C:18]([CH3:24])[CH:17]=1. The catalyst class is: 208.